From a dataset of Full USPTO retrosynthesis dataset with 1.9M reactions from patents (1976-2016). Predict the reactants needed to synthesize the given product. Given the product [CH3:1][O:2][C:3](=[O:18])[CH:4]([CH:5]1[CH2:6][CH2:7][N:8]([C:11]([O:13][C:14]([CH3:15])([CH3:17])[CH3:16])=[O:12])[CH2:9][CH2:10]1)[CH2:31][C:30]1[CH:33]=[CH:34][CH:35]=[CH:36][C:29]=1[N+:26]([O-:28])=[O:27], predict the reactants needed to synthesize it. The reactants are: [CH3:1][O:2][C:3](=[O:18])[CH2:4][CH:5]1[CH2:10][CH2:9][N:8]([C:11]([O:13][C:14]([CH3:17])([CH3:16])[CH3:15])=[O:12])[CH2:7][CH2:6]1.C1(C)C=CC=CC=1.[N+:26]([C:29]1[CH:36]=[CH:35][CH:34]=[CH:33][C:30]=1[CH2:31]Br)([O-:28])=[O:27].